Dataset: Forward reaction prediction with 1.9M reactions from USPTO patents (1976-2016). Task: Predict the product of the given reaction. (1) Given the reactants Cl[CH2:2][C:3]([NH:5][C:6]1[CH:11]=[CH:10][CH:9]=[C:8]([C:12]2[CH:21]=[N:20][C:19]3[C:14](=[CH:15][CH:16]=[CH:17][CH:18]=3)[N:13]=2)[CH:7]=1)=[O:4].Cl.Cl.[Cl:24][C:25]1[CH:30]=[CH:29][C:28]([N:31]2[CH2:36][CH2:35][NH:34][CH2:33][CH2:32]2)=[CH:27][CH:26]=1.C([O-])([O-])=O.[K+].[K+], predict the reaction product. The product is: [Cl:24][C:25]1[CH:26]=[CH:27][C:28]([N:31]2[CH2:36][CH2:35][N:34]([CH2:2][C:3]([NH:5][C:6]3[CH:11]=[CH:10][CH:9]=[C:8]([C:12]4[CH:21]=[N:20][C:19]5[C:14](=[CH:15][CH:16]=[CH:17][CH:18]=5)[N:13]=4)[CH:7]=3)=[O:4])[CH2:33][CH2:32]2)=[CH:29][CH:30]=1. (2) Given the reactants [C:1]([C:5]1[CH:10]=[CH:9][C:8]([S:11]([N:14]([CH:16]([C:18]2[N:27]([C:28]3[CH:33]=[CH:32][C:31]([OH:34])=[CH:30][CH:29]=3)[C:26](=[O:35])[C:25]3[C:20](=[CH:21][CH:22]=[CH:23][CH:24]=3)[N:19]=2)[CH3:17])[CH3:15])(=[O:13])=[O:12])=[CH:7][CH:6]=1)([CH3:4])([CH3:3])[CH3:2].C1(P(C2C=CC=CC=2)C2C=CC=CC=2)C=CC=CC=1.N(C(OC(C)C)=O)=NC(OC(C)C)=O.[CH2:69](O)[C:70]1[CH:75]=[CH:74][CH:73]=[CH:72][CH:71]=1, predict the reaction product. The product is: [CH2:69]([O:34][C:31]1[CH:32]=[CH:33][C:28]([N:27]2[C:26](=[O:35])[C:25]3[C:20](=[CH:21][CH:22]=[CH:23][CH:24]=3)[N:19]=[C:18]2[CH:16]([N:14]([CH3:15])[S:11]([C:8]2[CH:9]=[CH:10][C:5]([C:1]([CH3:2])([CH3:3])[CH3:4])=[CH:6][CH:7]=2)(=[O:12])=[O:13])[CH3:17])=[CH:29][CH:30]=1)[C:70]1[CH:75]=[CH:74][CH:73]=[CH:72][CH:71]=1.